Dataset: Full USPTO retrosynthesis dataset with 1.9M reactions from patents (1976-2016). Task: Predict the reactants needed to synthesize the given product. (1) Given the product [Cl:14][C:15]1[CH:16]=[C:17]([NH:18][C:2]2[CH:10]=[C:9]([CH:11]([CH3:13])[CH3:12])[C:5]([C:6]([OH:8])=[O:7])=[CH:4][N:3]=2)[CH:19]=[CH:20][CH:21]=1, predict the reactants needed to synthesize it. The reactants are: Cl[C:2]1[CH:10]=[C:9]([CH:11]([CH3:13])[CH3:12])[C:5]([C:6]([OH:8])=[O:7])=[CH:4][N:3]=1.[Cl:14][C:15]1[CH:16]=[C:17]([CH:19]=[CH:20][CH:21]=1)[NH2:18]. (2) The reactants are: [C:1]([C:4]1[S:5][CH:6]=[CH:7][CH:8]=1)(=[O:3])[CH3:2].[H-].[Na+].[F:11][C:12]([F:22])([F:21])[C:13]([F:20])([F:19])[C:14](OCC)=[O:15].S(=O)(=O)(O)O. Given the product [F:19][C:13]([F:20])([C:12]([F:22])([F:21])[F:11])[C:14](=[O:15])[CH2:2][C:1]([C:4]1[S:5][CH:6]=[CH:7][CH:8]=1)=[O:3], predict the reactants needed to synthesize it. (3) Given the product [F:1][C:2]1[CH:10]=[CH:9][CH:8]=[CH:7][C:3]=1[C:4]([N:12]([O:13][CH3:14])[CH3:11])=[O:5], predict the reactants needed to synthesize it. The reactants are: [F:1][C:2]1[CH:10]=[CH:9][CH:8]=[CH:7][C:3]=1[C:4](Cl)=[O:5].[CH3:11][NH:12][O:13][CH3:14].C(N(CC)CC)C. (4) Given the product [Cl:34][C:25]1[CH:26]=[C:27]([CH:32]=[CH:33][C:24]=1[CH2:23][NH:22][C:16]([C:14]1[CH:13]=[CH:12][CH:11]=[C:10]2[C:15]=1[N:7]([CH2:6][C:5]1[CH:19]=[CH:20][C:2]([Cl:1])=[CH:3][CH:4]=1)[CH:8]=[CH:9]2)=[O:17])[C:28]([OH:30])=[O:29], predict the reactants needed to synthesize it. The reactants are: [Cl:1][C:2]1[CH:20]=[CH:19][C:5]([CH2:6][N:7]2[C:15]3[C:10](=[CH:11][CH:12]=[CH:13][C:14]=3[C:16](O)=[O:17])[CH:9]=[CH:8]2)=[CH:4][CH:3]=1.Cl.[NH2:22][CH2:23][C:24]1[CH:33]=[CH:32][C:27]([C:28]([O:30]C)=[O:29])=[CH:26][C:25]=1[Cl:34].CN(C(ON1N=NC2C=CC=NC1=2)=[N+](C)C)C.F[P-](F)(F)(F)(F)F.C(N(C(C)C)CC)(C)C.C(O)(=O)CC(CC(O)=O)(C(O)=O)O. (5) Given the product [F:31][C:17]1[C:16]2[O:15][CH2:14][C:11]3([CH2:10][CH2:9][NH:8][CH2:13][CH2:12]3)[C:21]=2[CH:20]=[CH:19][C:18]=1[OH:23], predict the reactants needed to synthesize it. The reactants are: C([N:8]1[CH2:13][CH:12]=[C:11]([CH2:14][O:15][C:16]2[C:21](Br)=[CH:20][CH:19]=[C:18]([O:23]CC3C=CC=CC=3)[C:17]=2[F:31])[CH2:10][CH2:9]1)C1C=CC=CC=1.C([SnH](CCCC)CCCC)CCC.[C-]#[Si+].C([O-])=O.[NH4+]. (6) Given the product [NH2:18][CH2:17][C:8]1([OH:12])[C:9]2[C:4](=[CH:3][C:2]([Br:1])=[CH:11][CH:10]=2)[CH2:5][CH2:6][CH2:7]1, predict the reactants needed to synthesize it. The reactants are: [Br:1][C:2]1[CH:3]=[C:4]2[C:9](=[CH:10][CH:11]=1)[C:8](=[O:12])[CH2:7][CH2:6][CH2:5]2.[Si]([C:17]#[N:18])(C)(C)C.[H-].[H-].[H-].[H-].[Li+].[Al+3].